Dataset: Forward reaction prediction with 1.9M reactions from USPTO patents (1976-2016). Task: Predict the product of the given reaction. (1) The product is: [C:8]([O:11][C:12]1[C:21]([CH3:22])=[CH:20][C:19]([C:26]#[C:25][CH2:24][OH:27])=[CH:18][C:13]=1[C:14]([O:16][CH3:17])=[O:15])(=[O:10])[CH3:9]. Given the reactants C(N(CC)CC)C.[C:8]([O:11][C:12]1[C:21]([CH3:22])=[CH:20][C:19](I)=[CH:18][C:13]=1[C:14]([O:16][CH3:17])=[O:15])(=[O:10])[CH3:9].[CH2:24]([OH:27])[C:25]#[CH:26], predict the reaction product. (2) Given the reactants [OH:1][CH2:2][CH2:3][C:4]1[CH:5]=[CH:6][C:7]2[S:12][CH2:11][C:10](=[O:13])[NH:9][C:8]=2[CH:14]=1.C(N(CC)CC)C.CC=C(C)C.[CH3:27][S:28](Cl)(=[O:30])=[O:29], predict the reaction product. The product is: [O:13]=[C:10]1[NH:9][C:8]2[CH:14]=[C:4]([CH2:3][CH2:2][O:1][S:28]([CH3:27])(=[O:30])=[O:29])[CH:5]=[CH:6][C:7]=2[S:12][CH2:11]1. (3) Given the reactants [CH2:1]([O:3][C:4](=[O:32])[C:5]1[CH:10]=[CH:9][CH:8]=[C:7]([NH:11][C:12]2[N:17]=[C:16]([C:18]3[C:19]([C:23]4[CH:28]=[CH:27][C:26]([Cl:29])=[C:25]([O:30]C)[CH:24]=4)=[N:20][NH:21][CH:22]=3)[CH:15]=[CH:14][N:13]=2)[CH:6]=1)[CH3:2].B(Br)(Br)Br, predict the reaction product. The product is: [CH2:1]([O:3][C:4](=[O:32])[C:5]1[CH:10]=[CH:9][CH:8]=[C:7]([NH:11][C:12]2[N:17]=[C:16]([C:18]3[C:19]([C:23]4[CH:28]=[CH:27][C:26]([Cl:29])=[C:25]([OH:30])[CH:24]=4)=[N:20][NH:21][CH:22]=3)[CH:15]=[CH:14][N:13]=2)[CH:6]=1)[CH3:2]. (4) Given the reactants [Cl:1][C:2]1[CH:7]=[C:6](Cl)[N:5]=[C:4]([NH2:9])[N:3]=1.[CH3:10][O-:11].[Na+], predict the reaction product. The product is: [Cl:1][C:2]1[CH:7]=[C:6]([O:11][CH3:10])[N:5]=[C:4]([NH2:9])[N:3]=1. (5) Given the reactants [NH2:1][C:2]1[CH:30]=[CH:29][C:5]2[NH:6][C:7]([C:12]3[C:13](=[O:28])[N:14]([CH2:23][CH2:24][CH:25]([CH3:27])[CH3:26])[C:15]4[C:20]([C:21]=3[OH:22])=[CH:19][CH:18]=[CH:17][N:16]=4)=[N:8][S:9](=[O:11])(=[O:10])[C:4]=2[CH:3]=1.Br[CH2:32][C:33]#[N:34].C(=O)([O-])[O-].[K+].[K+].C(O)(=O)C, predict the reaction product. The product is: [OH:22][C:21]1[C:20]2[C:15](=[N:16][CH:17]=[CH:18][CH:19]=2)[N:14]([CH2:23][CH2:24][CH:25]([CH3:27])[CH3:26])[C:13](=[O:28])[C:12]=1[C:7]1[NH:6][C:5]2[CH:29]=[CH:30][C:2]([NH:1][CH2:32][C:33]#[N:34])=[CH:3][C:4]=2[S:9](=[O:11])(=[O:10])[N:8]=1. (6) Given the reactants C1(=[N:7]O)CCCCC1.[S:9](=[O:13])(=[O:12])([OH:11])[OH:10].OS(O)(=O)=O.O=S(=O)=O.S(O)(O)(=O)=O.[C:28]1(=[O:35])[NH:34][CH2:33][CH2:32][CH2:31][CH2:30][CH2:29]1.[NH3:36], predict the reaction product. The product is: [C:28]1(=[O:35])[NH:34][CH2:33][CH2:32][CH2:31][CH2:30][CH2:29]1.[S:9]([O-:13])([O-:12])(=[O:11])=[O:10].[NH4+:7].[NH4+:36]. (7) Given the reactants [F:1][C:2]1[CH:3]=[C:4]([NH:8][C:9]2[C:14]([C:15]3[N:20]=[C:19]([CH3:21])[N:18]=[C:17]([N:22](CC4C=CC(OC)=CC=4)CC4C=CC(OC)=CC=4)[N:16]=3)=[CH:13][CH:12]=[C:11]([CH3:41])[N:10]=2)[CH:5]=[N:6][CH:7]=1, predict the reaction product. The product is: [F:1][C:2]1[CH:3]=[C:4]([NH:8][C:9]2[C:14]([C:15]3[N:20]=[C:19]([CH3:21])[N:18]=[C:17]([NH2:22])[N:16]=3)=[CH:13][CH:12]=[C:11]([CH3:41])[N:10]=2)[CH:5]=[N:6][CH:7]=1.